This data is from Full USPTO retrosynthesis dataset with 1.9M reactions from patents (1976-2016). The task is: Predict the reactants needed to synthesize the given product. (1) The reactants are: [Cl:1][C:2]1[C:3]([O:9][C:10]2[CH:15]=[C:14]([O:16][CH2:17][CH2:18][O:19][CH3:20])[CH:13]=[CH:12][C:11]=2/[CH:21]=[CH:22]/[C:23]([O:25]CC)=[O:24])=[N:4][CH:5]=[C:6]([Cl:8])[CH:7]=1.[OH-].[Na+]. Given the product [Cl:1][C:2]1[C:3]([O:9][C:10]2[CH:15]=[C:14]([O:16][CH2:17][CH2:18][O:19][CH3:20])[CH:13]=[CH:12][C:11]=2/[CH:21]=[CH:22]/[C:23]([OH:25])=[O:24])=[N:4][CH:5]=[C:6]([Cl:8])[CH:7]=1, predict the reactants needed to synthesize it. (2) Given the product [CH:14]1([CH2:20][CH:2]2[CH2:3][C:4]3[C:12](=[CH:11][C:10]4[CH2:9][CH2:8][CH2:7][C:6]=4[CH:5]=3)[C:1]2=[O:13])[CH2:19][CH2:18][CH2:17][CH2:16][CH2:15]1, predict the reactants needed to synthesize it. The reactants are: [C:1]1(=[O:13])[C:12]2[C:4](=[CH:5][C:6]3[CH2:7][CH2:8][CH2:9][C:10]=3[CH:11]=2)[CH2:3][CH2:2]1.[CH:14]1([CH:20]=O)[CH2:19][CH2:18][CH2:17][CH2:16][CH2:15]1.[OH-].[K+].[H][H]. (3) Given the product [ClH:38].[CH3:28][O:27][C:25]1[CH:26]=[C:21]([C:19]([C:14]2[C:13]3[C:18](=[C:9]([OH:8])[C:10]([O:35][CH2:36][CH3:37])=[CH:11][CH:12]=3)[CH:17]=[N:16][CH:15]=2)=[O:20])[CH:22]=[C:23]([O:33][CH3:34])[C:24]=1[O:29][CH2:30][CH2:31][CH3:32], predict the reactants needed to synthesize it. The reactants are: C([O:8][C:9]1[C:10]([O:35][CH2:36][CH3:37])=[CH:11][CH:12]=[C:13]2[C:18]=1[CH:17]=[N:16][CH:15]=[C:14]2[C:19]([C:21]1[CH:26]=[C:25]([O:27][CH3:28])[C:24]([O:29][CH2:30][CH2:31][CH3:32])=[C:23]([O:33][CH3:34])[CH:22]=1)=[O:20])C1C=CC=CC=1.[ClH:38].CO. (4) Given the product [CH2:12]([NH:10][C@H:8]([C@@H:7]([N:5]1[CH:6]=[C:2]([Br:1])[CH:3]=[N:4]1)[CH3:11])[CH3:9])[C:13]1[CH:18]=[CH:17][CH:16]=[CH:15][CH:14]=1, predict the reactants needed to synthesize it. The reactants are: [Br:1][C:2]1[CH:3]=[N:4][N:5]([C@@H:7]([CH3:11])[C@@H:8]([NH2:10])[CH3:9])[CH:6]=1.[CH:12](=O)[C:13]1[CH:18]=[CH:17][CH:16]=[CH:15][CH:14]=1.[BH4-].[Na+].O. (5) Given the product [OH:17][CH:16]([C:18]1[CH:19]=[N:20][CH:21]=[CH:22][CH:23]=1)[CH2:15][NH:14][C:11]([C:9]1[NH:8][C:5]2=[CH:6][N:7]=[C:2]([Cl:1])[CH:3]=[C:4]2[CH:10]=1)=[O:13], predict the reactants needed to synthesize it. The reactants are: [Cl:1][C:2]1[CH:3]=[C:4]2[CH:10]=[C:9]([C:11]([OH:13])=O)[NH:8][C:5]2=[CH:6][N:7]=1.[NH2:14][CH2:15][CH:16]([C:18]1[CH:19]=[N:20][CH:21]=[CH:22][CH:23]=1)[OH:17].C1C=CC2N(O)N=NC=2C=1.CCN(C(C)C)C(C)C.CCN=C=NCCCN(C)C. (6) The reactants are: [C:1]([C:3]1[CH:8]=[CH:7][C:6]([CH2:9][CH2:10][N:11]2[CH2:18][CH2:17][C:14]3([CH2:16][O:15]3)[CH2:13][CH2:12]2)=[CH:5][CH:4]=1)#[N:2].[NH2:19][C:20]1[CH:29]=[CH:28][C:23]([C:24]([O:26][CH3:27])=[O:25])=[CH:22][CH:21]=1.Cl([O-])(=O)(=O)=O.[Li+].C(#N)C. Given the product [C:1]([C:3]1[CH:8]=[CH:7][C:6]([CH2:9][CH2:10][N:11]2[CH2:18][CH2:17][C:14]([CH2:16][NH:19][C:20]3[CH:21]=[CH:22][C:23]([C:24]([O:26][CH3:27])=[O:25])=[CH:28][CH:29]=3)([OH:15])[CH2:13][CH2:12]2)=[CH:5][CH:4]=1)#[N:2], predict the reactants needed to synthesize it. (7) Given the product [OH:40][C@H:38]([C:49]1[CH:48]=[CH:47][C:46]([OH:63])=[CH:51][C:50]=1[NH:52][S:53]([CH3:56])(=[O:54])=[O:55])[CH2:58][NH:59][CH2:3][CH2:4][C:5]1[CH:28]=[CH:27][C:8]([NH:9][CH:10]2[CH2:11][CH2:12][N:13]([C:16]([N:18]3[CH2:22][CH2:21][CH2:20][C@H:19]3[C:23]([O:25][CH3:26])=[O:24])=[O:17])[CH2:14][CH2:15]2)=[CH:7][CH:6]=1, predict the reactants needed to synthesize it. The reactants are: CO[CH:3](OC)[CH2:4][C:5]1[CH:28]=[CH:27][C:8]([NH:9][CH:10]2[CH2:15][CH2:14][N:13]([C:16]([N:18]3[CH2:22][CH2:21][CH2:20][C@H:19]3[C:23]([O:25][CH3:26])=[O:24])=[O:17])[CH2:12][CH2:11]2)=[CH:7][CH:6]=1.[I-].[Na+].Cl[Si](Cl)(Cl)C.[C:38](O)(=[O:40])C.NC[C@@H]([C:46]1[CH:47]=[CH:48][C:49](O)=[C:50]([NH:52][S:53]([CH3:56])(=[O:55])=[O:54])[CH:51]=1)O.[C:58]([BH3-])#[N:59].[Na+].C[OH:63]. (8) The reactants are: [CH2:1]([O:3][C:4]([C:6]1[S:7][CH:8]=[C:9]([C:11](O)=[O:12])[N:10]=1)=[O:5])[CH3:2].C1COCC1. Given the product [OH:12][CH2:11][C:9]1[N:10]=[C:6]([C:4]([O:3][CH2:1][CH3:2])=[O:5])[S:7][CH:8]=1, predict the reactants needed to synthesize it. (9) Given the product [CH2:1]([O:4][C:5]1[CH:12]=[CH:11][C:8]([CH:9]=[CH:14][C:15]([OH:17])=[O:16])=[CH:7][CH:6]=1)[CH2:2][CH3:3], predict the reactants needed to synthesize it. The reactants are: [CH2:1]([O:4][C:5]1[CH:12]=[CH:11][C:8]([CH:9]=O)=[CH:7][CH:6]=1)[CH2:2][CH3:3].C(O)(=O)[CH2:14][C:15]([OH:17])=[O:16].N1C=CC=CC=1.